Task: Predict the reaction yield, written as a fraction of the theoretical maximum amount of product (1.0 means a 100% yield; for example, 0.34 means a 34% yield).. Dataset: Reaction yield outcomes from USPTO patents with 853,638 reactions (1) The reactants are [OH-].[OH-].[C:3]1([B+2])[CH:8]=[CH:7][CH:6]=[CH:5][CH:4]=1.[F-].[K+].Cl[C:13]1[CH:21]=[CH:20][CH:19]=[CH:18][C:14]=1[CH2:15][C:16]#[N:17]. The catalyst is C([O-])(=O)C.[Pd+2].C([O-])(=O)C.C(P(C(C)(C)C)C1C=CC=CC=1C1C=CC=CC=1)(C)(C)C.C1COCC1. The product is [C:16]([CH2:15][C:14]1[CH:18]=[CH:19][CH:20]=[CH:21][C:13]=1[C:3]1[CH:8]=[CH:7][CH:6]=[CH:5][CH:4]=1)#[N:17]. The yield is 0.920. (2) The reactants are [CH2:1]([O:8][C:9]1[CH:18]=[CH:17][C:12]([C:13]([O:15]C)=[O:14])=[CH:11][C:10]=1/[C:19](/[CH3:22])=[CH:20]\[CH3:21])[C:2]1[CH:7]=[CH:6][CH:5]=[CH:4][CH:3]=1.[OH-].[K+]. The catalyst is CO.O. The product is [CH2:1]([O:8][C:9]1[CH:18]=[CH:17][C:12]([C:13]([OH:15])=[O:14])=[CH:11][C:10]=1/[C:19](/[CH3:22])=[CH:20]\[CH3:21])[C:2]1[CH:3]=[CH:4][CH:5]=[CH:6][CH:7]=1. The yield is 0.820. (3) The reactants are [CH2:1]([CH:3]([CH2:12][CH2:13][CH2:14][CH3:15])[CH2:4][C:5]1[CH:6]=[C:7]([CH:10]=O)[S:8][CH:9]=1)[CH3:2].Cl.[NH2:17]O.O. The catalyst is N1C=CC=CC=1.C(O)C.C(OC(=O)C)(=O)C.C([O-])(=O)C.[K+]. The product is [CH2:1]([CH:3]([CH2:12][CH2:13][CH2:14][CH3:15])[CH2:4][C:5]1[CH:6]=[C:7]([C:10]#[N:17])[S:8][CH:9]=1)[CH3:2]. The yield is 0.910. (4) The reactants are [Cl:1][C:2]1[CH:7]=[C:6]([Cl:8])[CH:5]=[CH:4][C:3]=1[C:9]1[N:10]=[C:11]([N:16]2[CH2:21][CH2:20][O:19][CH2:18][CH2:17]2)[S:12][C:13]=1[C:14]#[N:15].S(=O)(=O)(O)[OH:23]. The catalyst is O. The product is [Cl:1][C:2]1[CH:7]=[C:6]([Cl:8])[CH:5]=[CH:4][C:3]=1[C:9]1[N:10]=[C:11]([N:16]2[CH2:17][CH2:18][O:19][CH2:20][CH2:21]2)[S:12][C:13]=1[C:14]([NH2:15])=[O:23]. The yield is 0.800. (5) The reactants are [CH3:1][O:2][C:3]1[CH:8]=[C:7]([CH2:9][CH2:10][O:11][CH3:12])[C:6]([O:13][CH3:14])=[CH:5][C:4]=1[CH2:15][C@H:16]([NH:18]C(=O)C(F)(F)F)[CH3:17].[OH-].[Na+].[ClH:27]. The catalyst is CO.C(OCC)C. The product is [ClH:27].[CH3:1][O:2][C:3]1[CH:8]=[C:7]([CH2:9][CH2:10][O:11][CH3:12])[C:6]([O:13][CH3:14])=[CH:5][C:4]=1[CH2:15][C@H:16]([NH2:18])[CH3:17]. The yield is 0.700. (6) The yield is 0.730. The catalyst is C1COCC1.O. The reactants are [Br:1][C:2]1[CH:7]=[CH:6][C:5]2[C:8]3[C:13]([C:14]4([CH2:23][CH2:22][C:17]5(OCC[O:18]5)[CH2:16][CH2:15]4)[C:4]=2[CH:3]=1)=[CH:12][C:11]([Br:24])=[CH:10][CH:9]=3.Cl. The product is [Br:1][C:2]1[CH:7]=[CH:6][C:5]2[C:8]3[C:13](=[CH:12][C:11]([Br:24])=[CH:10][CH:9]=3)[C:14]3([CH2:15][CH2:16][C:17](=[O:18])[CH2:22][CH2:23]3)[C:4]=2[CH:3]=1. (7) The reactants are [C:1]1([CH3:15])[CH:6]=[CH:5][CH:4]=[CH:3][C:2]=1[NH:7][C:8]1[CH:13]=[CH:12][CH:11]=[CH:10][C:9]=1[CH3:14].[S].II.[SH2:19]. No catalyst specified. The product is [CH3:14][C:9]1[C:8]2[NH:7][C:2]3[C:3](=[CH:4][CH:5]=[CH:6][C:1]=3[CH3:15])[S:19][C:13]=2[CH:12]=[CH:11][CH:10]=1. The yield is 0.280. (8) The reactants are [F:1][C:2]1[CH:7]=[C:6]([N+:8]([O-:10])=[O:9])[CH:5]=[CH:4][C:3]=1[OH:11].[CH2:12](Br)[C:13]1[CH:18]=[CH:17][CH:16]=[CH:15][CH:14]=1.C(=O)([O-])[O-].[K+].[K+]. The catalyst is CN(C=O)C. The product is [CH2:12]([O:11][C:3]1[CH:4]=[CH:5][C:6]([N+:8]([O-:10])=[O:9])=[CH:7][C:2]=1[F:1])[C:13]1[CH:18]=[CH:17][CH:16]=[CH:15][CH:14]=1. The yield is 0.950.